Dataset: TCR-epitope binding with 47,182 pairs between 192 epitopes and 23,139 TCRs. Task: Binary Classification. Given a T-cell receptor sequence (or CDR3 region) and an epitope sequence, predict whether binding occurs between them. (1) The epitope is IPRRNVATL. The TCR CDR3 sequence is CASSLGQQETQYF. Result: 1 (the TCR binds to the epitope). (2) The epitope is LLDFVRFMGV. The TCR CDR3 sequence is CATSALNEQFF. Result: 0 (the TCR does not bind to the epitope). (3) The epitope is GTSGSPIINR. The TCR CDR3 sequence is CASRRPREGLANEQFF. Result: 1 (the TCR binds to the epitope). (4) The epitope is NQKLIANQF. The TCR CDR3 sequence is CASSSTGAGTDTQYF. Result: 0 (the TCR does not bind to the epitope). (5) The epitope is FLPRVFSAV. The TCR CDR3 sequence is CASSLTLGEQYF. Result: 1 (the TCR binds to the epitope).